Dataset: Catalyst prediction with 721,799 reactions and 888 catalyst types from USPTO. Task: Predict which catalyst facilitates the given reaction. (1) Reactant: [CH3:1][O:2][C:3](=[O:24])[CH2:4][CH2:5][CH2:6][C:7](=[O:23])[NH:8][C:9]1[CH:14]=[CH:13][C:12]([CH2:15][CH2:16][CH:17]([S:19]C(=O)C)[CH3:18])=[CH:11][CH:10]=1.C(=O)([O-])[O-].[K+].[K+]. Product: [CH3:1][O:2][C:3](=[O:24])[CH2:4][CH2:5][CH2:6][C:7](=[O:23])[NH:8][C:9]1[CH:10]=[CH:11][C:12]([CH2:15][CH2:16][CH:17]([SH:19])[CH3:18])=[CH:13][CH:14]=1. The catalyst class is: 5. (2) Reactant: [O:1]([CH2:8][CH2:9][NH2:10])[C:2]1[CH:7]=[CH:6][CH:5]=[CH:4][CH:3]=1.[IH:11].[CH3:12][CH:13]1[C:22]2[C:17](=[CH:18][CH:19]=[CH:20][CH:21]=2)[N:16]=[C:15](SC)[NH:14]1. Product: [IH:11].[CH3:12][CH:13]1[C:22]2[C:17](=[CH:18][CH:19]=[CH:20][CH:21]=2)[N:16]=[C:15]([NH:10][CH2:9][CH2:8][O:1][C:2]2[CH:7]=[CH:6][CH:5]=[CH:4][CH:3]=2)[NH:14]1. The catalyst class is: 10. (3) Reactant: [CH2:1]([Li])[CH2:2][CH2:3][CH3:4].[CH:6]1[C:14]2[C:13]3C=C[CH:17]=[CH:18][C:12]=3[S:11][C:10]=2[CH:9]=[CH:8][CH:7]=1.C(I)C.Cl. Product: [CH2:3]([C:2]1[C:1]2[S:11][C:10]3[CH:9]=[CH:8][CH:7]=[CH:6][C:14]=3[C:13]=2[CH:12]=[CH:18][CH:17]=1)[CH3:4]. The catalyst class is: 1. (4) Reactant: [N+:1]([C:4]1[CH:9]=[CH:8][C:7]([C:10](=O)[CH2:11][NH:12][C:13](=O)[CH2:14][CH2:15][C:16]([O:18][CH3:19])=[O:17])=[CH:6][CH:5]=1)([O-:3])=[O:2].COC1C=CC(P2(SP(C3C=CC(OC)=CC=3)(=S)S2)=[S:31])=CC=1.O.C(=O)([O-])[O-].[Na+].[Na+]. Product: [N+:1]([C:4]1[CH:9]=[CH:8][C:7]([C:10]2[S:31][C:13]([CH2:14][CH2:15][C:16]([O:18][CH3:19])=[O:17])=[N:12][CH:11]=2)=[CH:6][CH:5]=1)([O-:3])=[O:2]. The catalyst class is: 155. (5) Reactant: C([O:4][C@H:5]1[CH2:10][CH2:9][C@@:8]([C@H:12]2[CH2:20][CH2:19][C:18]3[C@:17]([CH3:27])([C:21]4[CH:26]=[CH:25][CH:24]=[CH:23][CH:22]=4)[C@H:16]([OH:28])[CH2:15][C:14]=3[C@@H:13]2[CH2:29][OH:30])([CH3:11])[C@@H:7]([CH2:31][OH:32])[CH2:6]1)(=O)C.C(=O)([O-])[O-].[K+].[K+]. Product: [OH:4][C@H:5]1[CH2:10][CH2:9][C@@:8]([C@H:12]2[CH2:20][CH2:19][C:18]3[C@:17]([CH3:27])([C:21]4[CH:22]=[CH:23][CH:24]=[CH:25][CH:26]=4)[C@H:16]([OH:28])[CH2:15][C:14]=3[C@@H:13]2[CH2:29][OH:30])([CH3:11])[C@@H:7]([CH2:31][OH:32])[CH2:6]1. The catalyst class is: 5. (6) Reactant: C(C1C=CC=C(C(C)C)C=1N)(C)C.C1(C2NC(C3C=CC=CC=3)=C(C3C=CC=CC=3)N=2)C=CC=CC=1.[CH2:37]([N:45]([CH2:54][CH2:55][CH2:56][CH2:57]CCCC)[CH2:46][CH2:47][CH2:48][CH2:49][CH2:50][CH2:51]CC)[CH2:38][CH2:39][CH2:40]CCCC.C1(C(N)C2CCCCC2)CCCCC1. Product: [CH2:54]([N:45]([CH2:37][CH2:38][CH2:39][CH3:40])[C:46]1[CH:47]=[CH:48][CH:49]=[CH:50][CH:51]=1)[CH2:55][CH2:56][CH3:57]. The catalyst class is: 277.